From a dataset of Forward reaction prediction with 1.9M reactions from USPTO patents (1976-2016). Predict the product of the given reaction. Given the reactants [CH3:1][N:2]1[CH2:7][CH2:6][O:5][C:4]2[CH:8]=[CH:9][CH:10]=[CH:11][C:3]1=2.[S:12]([Cl:16])(=O)(=[O:14])[OH:13], predict the reaction product. The product is: [CH3:1][N:2]1[CH2:7][CH2:6][O:5][C:4]2[CH:8]=[CH:9][C:10]([S:12]([Cl:16])(=[O:14])=[O:13])=[CH:11][C:3]1=2.